From a dataset of B-cell epitopes from IEDB database with 3,159 antigens for binding position prediction. Token-level Classification. Given an antigen amino acid sequence, predict which amino acid positions are active epitope sites capable of antibody binding. Output is a list of indices for active positions. The epitope positions are: [30, 31, 32, 33, 34]. The amino acids at these positions are: SLDSW. Given the antigen sequence: MENITSGFLGPLLVLQAGFFLLTRILTIPQSLDSWWTSLNFLGGTTVCLGQNSQSPTSNHSPTSCPPTCPGYRWMCLRRFIIFLFILLLCLIFLLVLLDYQGMLPVCPLIPGSSTTSTGPCRTCTTPAQGTSMYPSCCCTKPSDGNCTCIPIPSSWAFGKFLWEWASARFSWLSLLVPFVQWFVGLSPTVWLSVIWMMWYWGPSLYSILSPFLPLLPIFFCLWVYI, which amino acid positions are active epitope sites?